The task is: Predict which catalyst facilitates the given reaction.. This data is from Catalyst prediction with 721,799 reactions and 888 catalyst types from USPTO. (1) Reactant: [CH2:1]([O:8][C:9]1[CH:10]=[CH:11][C:12]([NH2:19])=[C:13]([CH:18]=1)[C:14]([O:16][CH3:17])=[O:15])[C:2]1[CH:7]=[CH:6][CH:5]=[CH:4][CH:3]=1.N1C=CC=CC=1.[S:26]1[CH:30]=[CH:29][CH:28]=[C:27]1[S:31](Cl)(=[O:33])=[O:32]. Product: [CH2:1]([O:8][C:9]1[CH:10]=[CH:11][C:12]([NH:19][S:31]([C:27]2[S:26][CH:30]=[CH:29][CH:28]=2)(=[O:33])=[O:32])=[C:13]([CH:18]=1)[C:14]([O:16][CH3:17])=[O:15])[C:2]1[CH:3]=[CH:4][CH:5]=[CH:6][CH:7]=1. The catalyst class is: 2. (2) Reactant: [F:1][C:2]([F:22])([F:21])[O:3][C:4]1[CH:9]=[CH:8][C:7]([N:10]2[CH2:15][CH2:14][N:13]([CH3:16])[CH2:12][CH2:11]2)=[CH:6][C:5]=1[NH:17]C(=O)C.[ClH:23]. Product: [ClH:23].[ClH:23].[ClH:23].[F:22][C:2]([F:1])([F:21])[O:3][C:4]1[CH:9]=[CH:8][C:7]([N:10]2[CH2:15][CH2:14][N:13]([CH3:16])[CH2:12][CH2:11]2)=[CH:6][C:5]=1[NH2:17]. The catalyst class is: 14. (3) Reactant: [CH3:1][C:2]1([CH3:21])[CH2:7][CH:6]([NH:8][CH:9]2[CH2:14][C:13]([CH3:16])([CH3:15])[NH:12][C:11]([CH3:18])([CH3:17])[CH2:10]2)[CH2:5][C:4]([CH3:20])([CH3:19])[NH:3]1.Cl[C:23]1[N:28]=[C:27]([N:29]([CH:40]2[CH2:45][C:44]([CH3:47])([CH3:46])[NH:43][C:42]([CH3:49])([CH3:48])[CH2:41]2)[CH:30]2[CH2:35][C:34]([CH3:37])([CH3:36])[NH:33][C:32]([CH3:39])([CH3:38])[CH2:31]2)[N:26]=[C:25]([N:50]([CH:61]2[CH2:66][C:65]([CH3:68])([CH3:67])[NH:64][C:63]([CH3:70])([CH3:69])[CH2:62]2)[CH:51]2[CH2:56][C:55]([CH3:58])([CH3:57])[NH:54][C:53]([CH3:60])([CH3:59])[CH2:52]2)[N:24]=1.ClCCl.[OH-].[Na+]. Product: [CH3:19][C:4]1([CH3:20])[CH2:5][CH:6]([N:8]([CH:9]2[CH2:14][C:13]([CH3:16])([CH3:15])[NH:12][C:11]([CH3:18])([CH3:17])[CH2:10]2)[C:23]2[N:24]=[C:25]([N:50]([CH:51]3[CH2:52][C:53]([CH3:60])([CH3:59])[NH:54][C:55]([CH3:57])([CH3:58])[CH2:56]3)[CH:61]3[CH2:62][C:63]([CH3:69])([CH3:70])[NH:64][C:65]([CH3:67])([CH3:68])[CH2:66]3)[N:26]=[C:27]([N:29]([CH:30]3[CH2:31][C:32]([CH3:39])([CH3:38])[NH:33][C:34]([CH3:37])([CH3:36])[CH2:35]3)[CH:40]3[CH2:41][C:42]([CH3:49])([CH3:48])[NH:43][C:44]([CH3:47])([CH3:46])[CH2:45]3)[N:28]=2)[CH2:7][C:2]([CH3:21])([CH3:1])[NH:3]1. The catalyst class is: 6. (4) Reactant: [CH2:1]([O:8]/[N:9]=[C:10]1\[CH2:11][CH2:12][C:13]2[C:18]\1=[CH:17][CH:16]=[C:15](B(O)O)[CH:14]=2)[C:2]1[CH:7]=[CH:6][CH:5]=[CH:4][CH:3]=1.Br[C:23]1[C:24]([C:29]2[CH:34]=[CH:33][N:32]=[CH:31][CH:30]=2)=[N:25][N:26]([CH3:28])[CH:27]=1. Product: [CH2:1]([O:8][N:9]=[C:10]1[C:18]2[C:13](=[CH:14][C:15]([C:23]3[C:24]([C:29]4[CH:34]=[CH:33][N:32]=[CH:31][CH:30]=4)=[N:25][N:26]([CH3:28])[CH:27]=3)=[CH:16][CH:17]=2)[CH2:12][CH2:11]1)[C:2]1[CH:7]=[CH:6][CH:5]=[CH:4][CH:3]=1. The catalyst class is: 47. (5) Reactant: Cl[C:2]1[C:11]([C:12]2[NH:16][N:15]=[N:14][N:13]=2)=[C:10]([C:17]2[CH:22]=[CH:21][CH:20]=[CH:19][CH:18]=2)[C:9]2[C:4](=[CH:5][C:6]([F:24])=[C:7]([Cl:23])[CH:8]=2)[N:3]=1.Cl.[F:26][C:27]1([F:31])[CH2:30][NH:29][CH2:28]1. Product: [Cl:23][C:7]1[CH:8]=[C:9]2[C:4](=[CH:5][C:6]=1[F:24])[N:3]=[C:2]([N:29]1[CH2:30][C:27]([F:31])([F:26])[CH2:28]1)[C:11]([C:12]1[N:13]=[N:14][NH:15][N:16]=1)=[C:10]2[C:17]1[CH:18]=[CH:19][CH:20]=[CH:21][CH:22]=1. The catalyst class is: 66. (6) Reactant: [CH3:1][N:2]1[CH2:7][CH2:6][CH2:5][CH2:4][C@H:3]1[C:8]1[N:12]2[CH:13]=[C:14]([O:17][C@H:18]3[C:27]4[C:22](=[CH:23][CH:24]=[CH:25][CH:26]=4)[C@@H:21]([NH2:28])[CH2:20][CH2:19]3)[CH:15]=[CH:16][C:11]2=[N:10][N:9]=1.ClC(Cl)(Cl)C[O:32][C:33](=O)[NH:34][C:35]1[N:36]([CH2:44][CH2:45][OH:46])[N:37]=[C:38]([C:40]([CH3:43])([CH3:42])[CH3:41])[CH:39]=1.CCN(C(C)C)C(C)C. Product: [C:40]([C:38]1[CH:39]=[C:35]([NH:34][C:33]([NH:28][C@@H:21]2[C:22]3[C:27](=[CH:26][CH:25]=[CH:24][CH:23]=3)[C@H:18]([O:17][C:14]3[CH:15]=[CH:16][C:11]4[N:12]([C:8]([C@@H:3]5[CH2:4][CH2:5][CH2:6][CH2:7][N:2]5[CH3:1])=[N:9][N:10]=4)[CH:13]=3)[CH2:19][CH2:20]2)=[O:32])[N:36]([CH2:44][CH2:45][OH:46])[N:37]=1)([CH3:43])([CH3:41])[CH3:42]. The catalyst class is: 12.